The task is: Predict the product of the given reaction.. This data is from Forward reaction prediction with 1.9M reactions from USPTO patents (1976-2016). (1) Given the reactants [N:1]1([CH2:6][CH2:7][CH2:8][CH2:9][C:10]2[CH:15]=[CH:14][C:13]([NH:16][CH2:17][C:18]3[N:19]=[C:20]([CH:23]=[CH:24][C:25]4[CH:30]=[CH:29][C:28]([C:31]([F:34])([F:33])[F:32])=[CH:27][CH:26]=4)[O:21][CH:22]=3)=[CH:12][CH:11]=2)[CH:5]=[CH:4][N:3]=[N:2]1.[C:35]([BH3-])#N.[Na+].Cl, predict the reaction product. The product is: [CH3:35][N:16]([C:13]1[CH:14]=[CH:15][C:10]([CH2:9][CH2:8][CH2:7][CH2:6][N:1]2[CH:5]=[CH:4][N:3]=[N:2]2)=[CH:11][CH:12]=1)[CH2:17][C:18]1[N:19]=[C:20]([CH:23]=[CH:24][C:25]2[CH:26]=[CH:27][C:28]([C:31]([F:34])([F:32])[F:33])=[CH:29][CH:30]=2)[O:21][CH:22]=1. (2) Given the reactants O1[CH:5]=[CH:4][C:3]([C:6]2[C:7]([O:28][CH3:29])=[C:8]([C:14]([CH2:17][S:18]([C:21]3[CH:26]=[CH:25][CH:24]=[CH:23][C:22]=3C)(=[O:20])=[O:19])=[CH:15][CH:16]=2)[C:9]([O:11][CH2:12]C)=[O:10])=C1.[C:30]1([S:36](CC2C(C(OC)=O)=C(OC)C(Br)=CC=2)(=O)=O)C=CC=CC=1.CC1(C)C(C)(C)OB(C2SC=CC=2)O1, predict the reaction product. The product is: [C:21]1([S:18]([CH2:17][C:14]2[C:8]([C:9]([O:11][CH3:12])=[O:10])=[C:7]([O:28][CH3:29])[C:6]([C:3]3[S:36][CH:30]=[CH:5][CH:4]=3)=[CH:16][CH:15]=2)(=[O:19])=[O:20])[CH:22]=[CH:23][CH:24]=[CH:25][CH:26]=1. (3) The product is: [ClH:33].[NH2:8][C:9]1[C:14]([CH2:15][N:16]2[C:21]([CH3:22])=[CH:20][C:19]([O:23][CH2:24][C:25]3[CH:30]=[CH:29][C:28]([F:31])=[CH:27][C:26]=3[F:32])=[C:18]([Cl:33])[C:17]2=[O:34])=[CH:13][N:12]=[C:11]([CH3:35])[N:10]=1. Given the reactants FC(F)(F)C(O)=O.[NH2:8][C:9]1[C:14]([CH2:15][N:16]2[C:21]([CH3:22])=[CH:20][C:19]([O:23][CH2:24][C:25]3[CH:30]=[CH:29][C:28]([F:31])=[CH:27][C:26]=3[F:32])=[C:18]([Cl:33])[C:17]2=[O:34])=[CH:13][N:12]=[C:11]([CH3:35])[N:10]=1, predict the reaction product. (4) Given the reactants C(OC(=O)[NH:10][CH2:11][C@H:12]([NH:26]C(OC(C)(C)C)=O)[C:13]([NH:15][CH2:16][CH2:17][NH:18][C:19]([O:21][C:22]([CH3:25])([CH3:24])[CH3:23])=[O:20])=[O:14])C1C=CC=CC=1, predict the reaction product. The product is: [NH2:10][CH2:11][C@@H:12]([C:13]([N:15]([C:19]([O:21][C:22]([CH3:25])([CH3:24])[CH3:23])=[O:20])[CH2:16][CH2:17][NH:18][C:19]([O:21][C:22]([CH3:23])([CH3:24])[CH3:25])=[O:20])=[O:14])[NH2:26]. (5) Given the reactants C(=O)([O-])[O-].[K+].[K+].[Cl:7][C:8]1[C:16]([Cl:17])=[C:15]2[C:11]([CH2:12][C:13]([CH:20]3[CH2:24][CH2:23][CH2:22][CH2:21]3)([CH3:19])[C:14]2=[O:18])=[CH:10][C:9]=1[OH:25].Br[CH2:27][CH2:28][O:29][C:30]1[CH:37]=[CH:36][C:33]([C:34]#[N:35])=[CH:32][CH:31]=1, predict the reaction product. The product is: [Cl:7][C:8]1[C:16]([Cl:17])=[C:15]2[C:11]([CH2:12][C:13]([CH:20]3[CH2:24][CH2:23][CH2:22][CH2:21]3)([CH3:19])[C:14]2=[O:18])=[CH:10][C:9]=1[O:25][CH2:27][CH2:28][O:29][C:30]1[CH:37]=[CH:36][C:33]([C:34]#[N:35])=[CH:32][CH:31]=1. (6) The product is: [CH:21]1([NH:24][C:2]2[CH:7]=[C:6]([F:8])[C:5]([F:9])=[CH:4][C:3]=2[N+:10]([O-:12])=[O:11])[CH2:23][CH2:22]1. Given the reactants F[C:2]1[CH:7]=[C:6]([F:8])[C:5]([F:9])=[CH:4][C:3]=1[N+:10]([O-:12])=[O:11].[F-].[K+].C(=O)([O-])[O-].[K+].[K+].[CH:21]1([NH2:24])[CH2:23][CH2:22]1, predict the reaction product.